Dataset: Reaction yield outcomes from USPTO patents with 853,638 reactions. Task: Predict the reaction yield, written as a fraction of the theoretical maximum amount of product (1.0 means a 100% yield; for example, 0.34 means a 34% yield). (1) The reactants are [Br:1][CH:2]([C:4]1[N:5]=[C:6]2[S:13][CH:12]=[C:11]([CH3:14])[N:7]2[C:8](=[O:10])[CH:9]=1)[CH3:3].C(#N)C.[Br:18]N1C(=O)CCC1=O.S([O-])([O-])=O.[Na+].[Na+]. The catalyst is O. The product is [Br:18][C:9]1[C:8](=[O:10])[N:7]2[C:11]([CH3:14])=[CH:12][S:13][C:6]2=[N:5][C:4]=1[CH:2]([Br:1])[CH3:3]. The yield is 0.910. (2) The reactants are [C:1]([C:5]1[CH:9]=[C:8]([NH:10][C:11](=[O:43])[NH:12][C:13]2[CH:14]=[C:15]([CH:40]=[CH:41][CH:42]=2)[O:16][C:17]2[C:26]3[C:21](=[CH:22][C:23]([O:29][CH2:30][CH:31]4[CH2:36][CH2:35][N:34](C([O-])=O)[CH2:33][CH2:32]4)=[C:24]([O:27][CH3:28])[CH:25]=3)[N:20]=[CH:19][N:18]=2)[O:7][N:6]=1)([CH3:4])([CH3:3])[CH3:2].Cl. The catalyst is ClCCl. The product is [C:1]([C:5]1[CH:9]=[C:8]([NH:10][C:11]([NH:12][C:13]2[CH:42]=[CH:41][CH:40]=[C:15]([O:16][C:17]3[C:26]4[C:21](=[CH:22][C:23]([O:29][CH2:30][CH:31]5[CH2:36][CH2:35][NH:34][CH2:33][CH2:32]5)=[C:24]([O:27][CH3:28])[CH:25]=4)[N:20]=[CH:19][N:18]=3)[CH:14]=2)=[O:43])[O:7][N:6]=1)([CH3:4])([CH3:2])[CH3:3]. The yield is 0.690.